Dataset: Catalyst prediction with 721,799 reactions and 888 catalyst types from USPTO. Task: Predict which catalyst facilitates the given reaction. Reactant: [NH2:1][C:2]1[CH:3]=[CH:4][C:5]([CH3:21])=[C:6]([C:8]2[CH:13]=[CH:12][C:11]([C:14]([NH:16][CH2:17][CH:18]3[CH2:20][CH2:19]3)=[O:15])=[CH:10][CH:9]=2)[CH:7]=1.[C:22](O)(=[O:26])[CH2:23][CH2:24][CH3:25]. Product: [CH:18]1([CH2:17][NH:16][C:14]([C:11]2[CH:12]=[CH:13][C:8]([C:6]3[C:5]([CH3:21])=[CH:4][CH:3]=[C:2]([NH:1][C:22](=[O:26])[CH2:23][CH2:24][CH3:25])[CH:7]=3)=[CH:9][CH:10]=2)=[O:15])[CH2:20][CH2:19]1. The catalyst class is: 1.